Dataset: Retrosynthesis with 50K atom-mapped reactions and 10 reaction types from USPTO. Task: Predict the reactants needed to synthesize the given product. (1) Given the product COC(=O)c1cc(C(=O)O)cc(-c2cc(Cl)sc2Cl)c1, predict the reactants needed to synthesize it. The reactants are: COC(=O)c1cc(C(=O)OC)cc(-c2cc(Cl)sc2Cl)c1. (2) Given the product Oc1ccc(CN2CCCC2)cc1, predict the reactants needed to synthesize it. The reactants are: C1CCNC1.O=Cc1ccc(O)cc1. (3) The reactants are: CS(=O)(=O)Cl.Cc1cccc(-c2c(F)cccc2C(OCCO)[C@@H]2CCCN(C(=O)OC(C)(C)C)C2)c1. Given the product Cc1cccc(-c2c(F)cccc2C(OCCOS(C)(=O)=O)[C@@H]2CCCN(C(=O)OC(C)(C)C)C2)c1, predict the reactants needed to synthesize it. (4) Given the product O[C@@]12CCC[C@@H]3Oc4c(OCc5ccccc5)ccc5c4[C@@]31CCN(CC1CC1)[C@@H]2C5, predict the reactants needed to synthesize it. The reactants are: BrCc1ccccc1.Oc1ccc2c3c1O[C@H]1CCC[C@@]4(O)[C@@H](C2)N(CC2CC2)CC[C@]314. (5) The reactants are: O=C(CN1CCCC1)Nc1ccc(Br)cc1. Given the product Brc1ccc(NCCN2CCCC2)cc1, predict the reactants needed to synthesize it. (6) The reactants are: CCOC(=O)c1ccc(C(F)(F)F)cc1OCC. Given the product CCOc1cc(C(F)(F)F)ccc1C(=O)O, predict the reactants needed to synthesize it. (7) Given the product COC/C=C/C(=O)N1CCC[C@H]1c1nc(-c2ccc(C(=O)Nc3ccccn3)cc2)c2c(N)nccn12, predict the reactants needed to synthesize it. The reactants are: COC/C=C/C(=O)O.Nc1nccn2c([C@@H]3CCCN3)nc(-c3ccc(C(=O)Nc4ccccn4)cc3)c12. (8) The reactants are: C1CNCCNC1.CC1Cc2ccc(-c3cnn(C)c3)cc2CN1c1cc(Cl)nc(N)n1. Given the product CC1Cc2ccc(-c3cnn(C)c3)cc2CN1c1cc(N2CCCNCC2)nc(N)n1, predict the reactants needed to synthesize it. (9) Given the product CCOc1cc(C(C)(C)C#N)c(Cl)cc1C1=N[C@@H](c2ccc(Cl)cc2)[C@@H](c2ccc(Cl)cc2)N1C(=O)N1CCN(CC(=O)N(C)OC)CC1, predict the reactants needed to synthesize it. The reactants are: CCOc1cc(C(C)(C)C#N)c(Cl)cc1C1=N[C@@H](c2ccc(Cl)cc2)[C@@H](c2ccc(Cl)cc2)N1C(=O)Cl.CON(C)C(=O)CN1CCNCC1.